Task: Predict which catalyst facilitates the given reaction.. Dataset: Catalyst prediction with 721,799 reactions and 888 catalyst types from USPTO (1) Reactant: [CH2:1]([C:3]1[C:7]2[CH:8]=[CH:9][CH:10]=[CH:11][C:6]=2[O:5][C:4]=1[C:12](=[N:14][S@@:15]([C:17]([CH3:20])([CH3:19])[CH3:18])=[O:16])[CH3:13])[CH3:2].B1C2CCCC1CCC2. Product: [CH2:1]([C:3]1[C:7]2[CH:8]=[CH:9][CH:10]=[CH:11][C:6]=2[O:5][C:4]=1[CH:12]([NH:14][S@@:15]([C:17]([CH3:19])([CH3:18])[CH3:20])=[O:16])[CH3:13])[CH3:2]. The catalyst class is: 1. (2) Product: [NH2:42][C@H:43]([C:48]([O:50][CH2:64][CH2:63][O:65][CH2:19][C@H:17]1[O:16][N:15]=[C:14]([C:11]2[CH:12]=[CH:13][C:8]([C:7]3[CH:6]=[CH:5][C:4]([N:23]4[CH2:27][C@H:26]([CH2:28][N:29]5[CH:33]=[CH:32][N:31]=[N:30]5)[O:25][C:24]4=[O:34])=[CH:3][C:2]=3[F:1])=[CH:9][N:10]=2)[CH2:18]1)=[O:49])[C@H:44]([CH2:46][CH3:47])[CH3:45]. The catalyst class is: 239. Reactant: [F:1][C:2]1[CH:3]=[C:4]([N:23]2[CH2:27][C@@H:26]([CH2:28][N:29]3[CH:33]=[CH:32][N:31]=[N:30]3)[O:25][C:24]2=[O:34])[CH:5]=[CH:6][C:7]=1[C:8]1[CH:9]=[N:10][C:11]([C:14]2[CH2:18][C@H:17]([CH2:19]CCO)[O:16][N:15]=2)=[CH:12][CH:13]=1.C([NH:42][C@H:43]([C:48]([OH:50])=[O:49])[C@H:44]([CH2:46][CH3:47])[CH3:45])(OC(C)(C)C)=O.Cl.CN(C)CCCN=C=NCC.[C:63](OCC)(=[O:65])[CH3:64].O. (3) Reactant: [NH2:1][CH2:2][C:3]1[CH:11]=[CH:10][C:6]([C:7]([OH:9])=[O:8])=[CH:5][CH:4]=1.[OH-].[Na+].[C:14](OC(=O)C)(=[O:16])[CH3:15].Cl. Product: [C:14]([NH:1][CH2:2][C:3]1[CH:4]=[CH:5][C:6]([C:7]([OH:9])=[O:8])=[CH:10][CH:11]=1)(=[O:16])[CH3:15]. The catalyst class is: 13. (4) Reactant: [Br:1]Br.C1(P(C2C=CC=CC=2)C2C=CC=CC=2)C=CC=CC=1.N1C=CN=C1.[CH2:27]([C:29]1[CH:30]=[C:31]([CH2:35]O)[CH:32]=[CH:33][CH:34]=1)[CH3:28]. Product: [Br:1][CH2:35][C:31]1[CH:32]=[CH:33][CH:34]=[C:29]([CH2:27][CH3:28])[CH:30]=1. The catalyst class is: 2. (5) Reactant: Cl[C:2]1[CH:23]=[CH:22][C:5]([C:6]([NH:8][C:9]2[CH:14]=[CH:13][C:12]([Cl:15])=[C:11]([C:16]3[CH:21]=[CH:20][CH:19]=[CH:18][N:17]=3)[CH:10]=2)=[O:7])=[C:4]([CH3:24])[N:3]=1.[CH3:25][CH:26]1[CH2:31][NH:30][CH2:29][CH:28]([CH3:32])[NH:27]1. The catalyst class is: 51. Product: [Cl:15][C:12]1[CH:13]=[CH:14][C:9]([NH:8][C:6](=[O:7])[C:5]2[CH:22]=[CH:23][C:2]([N:30]3[CH2:29][C@@H:28]([CH3:32])[NH:27][C@@H:26]([CH3:25])[CH2:31]3)=[N:3][C:4]=2[CH3:24])=[CH:10][C:11]=1[C:16]1[CH:21]=[CH:20][CH:19]=[CH:18][N:17]=1.